From a dataset of Forward reaction prediction with 1.9M reactions from USPTO patents (1976-2016). Predict the product of the given reaction. (1) The product is: [C:1]12([CH2:11][N:24]3[CH:25]=[C:21]([B:16]4[O:17][C:18]([CH3:19])([CH3:20])[C:14]([CH3:26])([CH3:13])[O:15]4)[CH:22]=[N:23]3)[CH2:8][CH:7]3[CH2:6][CH:5]([CH2:4][CH:3]([CH2:9]3)[O:34]1)[CH2:10]2. Given the reactants [C:1]12([CH2:11]O)[CH2:10][CH:5]3[CH2:6][CH:7]([CH2:9][CH:3]([CH2:4]3)C1)[CH2:8]2.[CH3:13][C:14]1([CH3:26])[C:18]([CH3:20])([CH3:19])[O:17][B:16]([C:21]2[CH:22]=[N:23][NH:24][CH:25]=2)[O:15]1.CC1C(B2OC(C)(C)C(C)(C)[O:34]2)=C(C)NN=1, predict the reaction product. (2) Given the reactants [NH2:1][C:2]1[CH:3]=[C:4]2[C:8](=[CH:9][CH:10]=1)[CH2:7][CH2:6][CH2:5]2.[C:11](O)(=[O:13])[CH3:12], predict the reaction product. The product is: [C:11]([NH:1][C:2]1[CH:3]=[C:4]2[C:8](=[CH:9][CH:10]=1)[CH2:7][CH2:6][CH2:5]2)(=[O:13])[CH3:12]. (3) Given the reactants C[Si]([N-][Si](C)(C)C)(C)C.[Na+].[Br:11][C:12]1[CH:17]=[CH:16][CH:15]=[C:14](F)[N:13]=1.[CH3:19][S:20]([CH3:23])(=[O:22])=[O:21].[CH2:24]1COC[CH2:25]1, predict the reaction product. The product is: [Br:11][C:12]1[CH:17]=[CH:16][CH:15]=[C:14]([C:19]2([S:20]([CH3:23])(=[O:22])=[O:21])[CH2:25][CH2:24]2)[N:13]=1. (4) Given the reactants FC(F)(F)C(O)=O.CO[CH2:10][N:11]([CH2:17][C:18]1[CH:23]=[CH:22][CH:21]=[CH:20][CH:19]=1)[CH2:12][Si](C)(C)C.C([O:26][C:27](=[O:38])[C:28]#[C:29][C:30]1[CH:35]=[CH:34][C:33]([F:36])=[C:32]([F:37])[CH:31]=1)C.[OH-].[Na+], predict the reaction product. The product is: [CH2:17]([N:11]1[CH2:10][C:29]([C:30]2[CH:35]=[CH:34][C:33]([F:36])=[C:32]([F:37])[CH:31]=2)=[C:28]([C:27]([OH:38])=[O:26])[CH2:12]1)[C:18]1[CH:19]=[CH:20][CH:21]=[CH:22][CH:23]=1. (5) Given the reactants I[C:2]1[N:3]=[CH:4][N:5]([C:7]([C:20]2[CH:25]=[CH:24][CH:23]=[CH:22][CH:21]=2)([C:14]2[CH:19]=[CH:18][CH:17]=[CH:16][CH:15]=2)[C:8]2[CH:13]=[CH:12][CH:11]=[CH:10][CH:9]=2)[CH:6]=1.CC[Mg+].[Br-].I[C:31]1[CH:51]=[CH:50][CH:49]=[CH:48][C:32]=1[CH2:33][CH2:34][C@H:35]1[C:40]([O:41][CH3:42])=[N:39][C@H:38]([CH:43]([CH3:45])[CH3:44])[C:37]([O:46][CH3:47])=[N:36]1, predict the reaction product. The product is: [CH:43]([C@@H:38]1[C:37]([O:46][CH3:47])=[N:36][C@@H:35]([CH2:34][CH2:33][C:32]2[CH:31]=[CH:51][CH:50]=[CH:49][C:48]=2[C:2]2[N:3]=[CH:4][N:5]([C:7]([C:14]3[CH:19]=[CH:18][CH:17]=[CH:16][CH:15]=3)([C:20]3[CH:21]=[CH:22][CH:23]=[CH:24][CH:25]=3)[C:8]3[CH:9]=[CH:10][CH:11]=[CH:12][CH:13]=3)[CH:6]=2)[C:40]([O:41][CH3:42])=[N:39]1)([CH3:45])[CH3:44]. (6) The product is: [NH:38]1[C:39]2[C:35](=[C:34]([C:2]3[N:3]=[C:4]([N:13]4[CH2:18][CH2:17][O:16][CH2:15][CH2:14]4)[C:5]4[S:10][C:9]([CH2:11][NH:12][S:22]([CH3:19])(=[O:24])=[O:23])=[CH:8][C:6]=4[N:7]=3)[CH:42]=[CH:41][CH:40]=2)[CH:36]=[N:37]1. Given the reactants Cl[C:2]1[N:3]=[C:4]([N:13]2[CH2:18][CH2:17][O:16][CH2:15][CH2:14]2)[C:5]2[S:10][C:9]([CH2:11][NH2:12])=[CH:8][C:6]=2[N:7]=1.[CH:19]([S:22](Cl)(=[O:24])=[O:23])(C)C.CC1(C)C(C)(C)OB([C:34]2[CH:42]=[CH:41][CH:40]=[C:39]3[C:35]=2[CH:36]=[N:37][NH:38]3)O1, predict the reaction product. (7) Given the reactants [Li+].C[Si]([N-][Si](C)(C)C)(C)C.[C:11]1([C:17](=[N:24][CH2:25][CH:26]([C:31]2[CH:36]=[CH:35][CH:34]=[CH:33][CH:32]=2)[C:27]([O:29][CH3:30])=[O:28])[C:18]2[CH:23]=[CH:22][CH:21]=[CH:20][CH:19]=2)[CH:16]=[CH:15][CH:14]=[CH:13][CH:12]=1.[CH3:37]I, predict the reaction product. The product is: [C:11]1([C:17](=[N:24][CH2:25][C:26]([CH3:37])([C:31]2[CH:36]=[CH:35][CH:34]=[CH:33][CH:32]=2)[C:27]([O:29][CH3:30])=[O:28])[C:18]2[CH:23]=[CH:22][CH:21]=[CH:20][CH:19]=2)[CH:12]=[CH:13][CH:14]=[CH:15][CH:16]=1.